Dataset: Full USPTO retrosynthesis dataset with 1.9M reactions from patents (1976-2016). Task: Predict the reactants needed to synthesize the given product. (1) The reactants are: [Br:1]N1C(=O)NC(=O)N(Br)C1=O.[F:12][C:13]1[CH:18]=[CH:17][C:16]([C:19]2[CH:24]=[CH:23][C:22]([CH:25]=[O:26])=[C:21]([O:27][CH3:28])[CH:20]=2)=[CH:15][CH:14]=1.O. Given the product [Br:1][C:24]1[CH:23]=[C:22]([CH:25]=[O:26])[C:21]([O:27][CH3:28])=[CH:20][C:19]=1[C:16]1[CH:15]=[CH:14][C:13]([F:12])=[CH:18][CH:17]=1, predict the reactants needed to synthesize it. (2) Given the product [F:71][C:68]1[CH:67]=[CH:66][C:65]([CH2:64][N:63]2[CH:58]([CH2:59][CH:60]([CH3:61])[CH3:62])[CH2:57][C:19]([OH:21])=[C:18]([C:12]3[NH:11][C:10]4[S:9][CH:8]=[C:7]([CH2:6][NH:5][S:2]([CH3:1])(=[O:3])=[O:4])[C:15]=4[S:14](=[O:16])(=[O:17])[N:13]=3)[C:39]2=[O:38])=[CH:70][CH:69]=1, predict the reactants needed to synthesize it. The reactants are: [CH3:1][S:2]([NH:5][CH2:6][C:7]1[C:15]2[S:14](=[O:17])(=[O:16])[N:13]=[C:12]([CH2:18][C:19]([OH:21])=O)[NH:11][C:10]=2[S:9][CH:8]=1)(=[O:4])=[O:3].F[P-](F)(F)(F)(F)F.N1([O:38][C:39](N(C)C)=[N+](C)C)C2N=CC=CC=2N=N1.CN1CCOCC1.C(OC(=O)[CH2:57][CH:58]([NH:63][CH2:64][C:65]1[CH:70]=[CH:69][C:68]([F:71])=[CH:67][CH:66]=1)[CH2:59][CH:60]([CH3:62])[CH3:61])C.[O-]CC.[Na+].C(O)C.